From a dataset of Full USPTO retrosynthesis dataset with 1.9M reactions from patents (1976-2016). Predict the reactants needed to synthesize the given product. (1) Given the product [C:1]([N-:18][OH:30])([O:3][CH2:4][CH:5]1[C:17]2[C:12](=[CH:13][CH:14]=[CH:15][CH:16]=2)[C:11]2[C:6]1=[CH:7][CH:8]=[CH:9][CH:10]=2)=[O:2].[NH:18]1[CH2:24][CH2:23][CH2:22][C@H:19]1[C:20]([OH:21])=[O:31], predict the reactants needed to synthesize it. The reactants are: [C:1]([N:18]1[CH2:24][CH2:23][CH2:22][C@H:19]1[CH2:20][OH:21])([O:3][CH2:4][CH:5]1[C:17]2[C:12](=[CH:13][CH:14]=[CH:15][CH:16]=2)[C:11]2[C:6]1=[CH:7][CH:8]=[CH:9][CH:10]=2)=[O:2].NCCCC[OH:30].[OH:31]N1C2C=CC=CC=2N=N1.C1(N=C=NC2CCCCC2)CCCCC1. (2) Given the product [CH2:1]([C:3]1[C:4]([NH:11][C@@H:12]2[CH2:13][O:32][CH2:15][C@H:16]2[OH:17])=[N:5][C:6]([CH2:9][CH3:10])=[CH:7][N:8]=1)[CH3:2], predict the reactants needed to synthesize it. The reactants are: [CH2:1]([C:3]1[C:4]([NH:11][C@H:12]2[C@@H:16]([OH:17])[CH2:15]N(C(OCC3C=CC=CC=3)=O)[CH2:13]2)=[N:5][C:6]([CH2:9][CH3:10])=[CH:7][N:8]=1)[CH3:2].N[C@@H]1C[O:32]C[C@H]1O.